From a dataset of Full USPTO retrosynthesis dataset with 1.9M reactions from patents (1976-2016). Predict the reactants needed to synthesize the given product. (1) Given the product [NH2:1][C:2]1[N:7]=[CH:6][N:5]=[C:4]([NH:8][C:9]2[C:14](=[S:21])[NH:13][C:12]([C:16]([OH:18])=[O:17])=[C:11]([CH3:19])[CH:10]=2)[CH:3]=1, predict the reactants needed to synthesize it. The reactants are: [NH2:1][C:2]1[N:7]=[CH:6][N:5]=[C:4]([NH:8][C:9]2[C:14](=O)[NH:13][C:12]([C:16]([OH:18])=[O:17])=[C:11]([CH3:19])[CH:10]=2)[CH:3]=1.P12(SP3(SP(SP(S3)(S1)=S)(=S)S2)=S)=[S:21]. (2) Given the product [Br:1][C:2]1[CH:3]=[C:4]([NH:10][C:11]2[CH:16]=[C:15]([CH3:17])[CH:14]=[C:13]([CH3:18])[N:12]=2)[C:5]([C:8]([NH2:9])=[O:19])=[N:6][CH:7]=1, predict the reactants needed to synthesize it. The reactants are: [Br:1][C:2]1[CH:3]=[C:4]([NH:10][C:11]2[CH:16]=[C:15]([CH3:17])[CH:14]=[C:13]([CH3:18])[N:12]=2)[C:5]([C:8]#[N:9])=[N:6][CH:7]=1.[OH-:19].[Na+].OO. (3) Given the product [F:1][C:2]1[CH:16]=[CH:15][C:5]([O:6][C:7]([CH3:14])([CH3:13])[C:8]([NH:18][NH2:19])=[O:9])=[CH:4][CH:3]=1, predict the reactants needed to synthesize it. The reactants are: [F:1][C:2]1[CH:16]=[CH:15][C:5]([O:6][C:7]([CH3:14])([CH3:13])[C:8](OCC)=[O:9])=[CH:4][CH:3]=1.O.[NH2:18][NH2:19].C(=O)([O-])[O-].[K+].[K+]. (4) Given the product [CH3:41][C:27]1[CH:28]=[C:29]([C:2]2[CH:3]=[CH:4][C:5]3[O:9][C:8]([CH:10]4[CH2:15][CH2:14][N:13]([C:16]([O:18][CH:19]([CH3:21])[CH3:20])=[O:17])[CH2:12][CH2:11]4)=[N:7][C:6]=3[CH:22]=2)[CH:30]=[CH:31][C:26]=1[C:25](=[O:42])[NH:24][CH3:23], predict the reactants needed to synthesize it. The reactants are: Br[C:2]1[CH:3]=[CH:4][C:5]2[O:9][C:8]([CH:10]3[CH2:15][CH2:14][N:13]([C:16]([O:18][CH:19]([CH3:21])[CH3:20])=[O:17])[CH2:12][CH2:11]3)=[N:7][C:6]=2[CH:22]=1.[CH3:23][NH:24][C:25](=[O:42])[C:26]1[CH:31]=[CH:30][C:29](B2OC(C)(C)C(C)(C)O2)=[CH:28][C:27]=1[CH3:41].